From a dataset of Full USPTO retrosynthesis dataset with 1.9M reactions from patents (1976-2016). Predict the reactants needed to synthesize the given product. (1) Given the product [Cl:1][C:2]1[CH:7]=[C:6]([CH:18]=[CH2:19])[N:5]=[C:4]2[NH:9][CH:10]=[CH:11][C:3]=12, predict the reactants needed to synthesize it. The reactants are: [Cl:1][C:2]1[CH:7]=[C:6](Cl)[N:5]=[C:4]2[NH:9][CH:10]=[CH:11][C:3]=12.C(Cl)Cl.[F-].[Cs+].O1CCO[CH2:19][CH2:18]1.O. (2) The reactants are: [CH:1]1([S:4]([C:7]2[CH:12]=[CH:11][C:10]([CH:13]([O:17][C:18]3[CH:23]=[CH:22][C:21]([F:24])=[CH:20][C:19]=3[F:25])[C:14](O)=[O:15])=[CH:9][CH:8]=2)(=[O:6])=[O:5])[CH2:3][CH2:2]1.[NH2:26][C:27]1[S:28][CH:29]=[CH:30][N:31]=1.C1C=CC2N(O)N=NC=2C=1.CCN=C=NCCCN(C)C. Given the product [CH:1]1([S:4]([C:7]2[CH:12]=[CH:11][C:10]([CH:13]([O:17][C:18]3[CH:23]=[CH:22][C:21]([F:24])=[CH:20][C:19]=3[F:25])[C:14]([NH:26][C:27]3[S:28][CH:29]=[CH:30][N:31]=3)=[O:15])=[CH:9][CH:8]=2)(=[O:6])=[O:5])[CH2:2][CH2:3]1, predict the reactants needed to synthesize it. (3) Given the product [NH2:2][C:3]1[C:8]2=[C:9]([C:19]3[CH:20]=[CH:21][C:22]4[C:26]([CH:27]=3)=[N:25][N:24]([CH2:28][C:29]3[CH:30]=[CH:31][CH:32]=[CH:33][CH:34]=3)[CH:23]=4)[CH:10]=[C:11]([C:12]([CH:14]3[CH2:18][CH2:17][N:16]([S:43]([CH3:42])(=[O:45])=[O:44])[CH2:15]3)=[O:13])[N:7]2[N:6]=[CH:5][N:4]=1, predict the reactants needed to synthesize it. The reactants are: Cl.[NH2:2][C:3]1[C:8]2=[C:9]([C:19]3[CH:20]=[CH:21][C:22]4[C:26]([CH:27]=3)=[N:25][N:24]([CH2:28][C:29]3[CH:34]=[CH:33][CH:32]=[CH:31][CH:30]=3)[CH:23]=4)[CH:10]=[C:11]([C:12]([CH:14]3[CH2:18][CH2:17][NH:16][CH2:15]3)=[O:13])[N:7]2[N:6]=[CH:5][N:4]=1.C(N(CC)CC)C.[CH3:42][S:43](Cl)(=[O:45])=[O:44].